Task: Predict the reaction yield, written as a fraction of the theoretical maximum amount of product (1.0 means a 100% yield; for example, 0.34 means a 34% yield).. Dataset: Reaction yield outcomes from USPTO patents with 853,638 reactions (1) The reactants are [CH3:1][C:2]1[NH:6][N:5]=[C:4]([C:7]2[O:11][N:10]=[C:9]([C:12]3[CH:17]=[CH:16][C:15]([O:18][C:19]([F:22])([F:21])[F:20])=[CH:14][CH:13]=3)[N:8]=2)[N:3]=1.C([O-])([O-])=O.[Cs+].[Cs+].Cl[CH2:30][C:31]1[N:32]=[C:33]2[CH:38]=[CH:37][CH:36]=[CH:35][N:34]2[CH:39]=1. The catalyst is CS(C)=O. The product is [N:32]1[C:31]([CH2:30][N:6]2[C:2]([CH3:1])=[N:3][C:4]([C:7]3[O:11][N:10]=[C:9]([C:12]4[CH:13]=[CH:14][C:15]([O:18][C:19]([F:22])([F:20])[F:21])=[CH:16][CH:17]=4)[N:8]=3)=[N:5]2)=[CH:39][N:34]2[CH:35]=[CH:36][CH:37]=[CH:38][C:33]=12. The yield is 0.100. (2) The yield is 0.870. The reactants are [OH:1][CH2:2][CH2:3][C:4]1[CH:5]=[N:6][N:7]([C:9]2[CH:14]=[C:13]([C:15]#[N:16])[CH:12]=[CH:11][N:10]=2)[CH:8]=1.CCN(CC)CC.[CH3:24][S:25](Cl)(=[O:27])=[O:26].O. The catalyst is C(Cl)Cl. The product is [CH3:24][S:25]([O:1][CH2:2][CH2:3][C:4]1[CH:5]=[N:6][N:7]([C:9]2[CH:14]=[C:13]([C:15]#[N:16])[CH:12]=[CH:11][N:10]=2)[CH:8]=1)(=[O:27])=[O:26].